This data is from Acute oral toxicity (LD50) regression data from Zhu et al.. The task is: Regression/Classification. Given a drug SMILES string, predict its toxicity properties. Task type varies by dataset: regression for continuous values (e.g., LD50, hERG inhibition percentage) or binary classification for toxic/non-toxic outcomes (e.g., AMES mutagenicity, cardiotoxicity, hepatotoxicity). Dataset: ld50_zhu. (1) The molecule is Nc1cccc(Cl)c1. The rat oral LD50 is 2.70, given as -log10 of the dose in mol/kg body weight (higher means more acutely toxic). (2) The drug is CC1(C)COS(=O)(=O)OC1. The rat oral LD50 is 4.22, given as -log10 of the dose in mol/kg body weight (higher means more acutely toxic). (3) The molecule is CCCCOC(=O)CC. The rat oral LD50 is 1.42, given as -log10 of the dose in mol/kg body weight (higher means more acutely toxic).